This data is from Forward reaction prediction with 1.9M reactions from USPTO patents (1976-2016). The task is: Predict the product of the given reaction. (1) The product is: [Cl:1][C:2]1[CH:3]=[C:4]([C@@H:12]([CH2:26][CH:27]2[CH2:28][CH2:29][CH2:30][CH2:31]2)[C:13]([NH:15][C:16]2[CH:20]=[CH:19][N:18]([CH2:21][CH2:22][C:23]([N:46]3[CH2:51][CH2:50][O:49][CH2:48][CH2:47]3)=[O:24])[N:17]=2)=[O:14])[CH:5]=[CH:6][C:7]=1[S:8]([CH3:11])(=[O:10])=[O:9]. Given the reactants [Cl:1][C:2]1[CH:3]=[C:4]([C@@H:12]([CH2:26][CH:27]2[CH2:31][CH2:30][CH2:29][CH2:28]2)[C:13]([NH:15][C:16]2[CH:20]=[CH:19][N:18]([CH2:21][CH2:22][C:23](O)=[O:24])[N:17]=2)=[O:14])[CH:5]=[CH:6][C:7]=1[S:8]([CH3:11])(=[O:10])=[O:9].C(Cl)(=O)C(Cl)=O.N1C(C)=CC=CC=1C.[NH:46]1[CH2:51][CH2:50][O:49][CH2:48][CH2:47]1, predict the reaction product. (2) Given the reactants [BH4-].[Na+].[O:3]=[CH:4][CH2:5][C:6]1[N:11]=[CH:10][C:9]([C:12]#[N:13])=[CH:8][CH:7]=1.O, predict the reaction product. The product is: [OH:3][CH2:4][CH2:5][C:6]1[N:11]=[CH:10][C:9]([C:12]#[N:13])=[CH:8][CH:7]=1. (3) Given the reactants C[C-:2]1[CH:6]=[CH:5][CH:4]=[CH:3]1.[C-:7]1(C)[CH:11]=[CH:10][CH:9]=[CH:8]1.[Zr+2:13].[C:14]1([OH:20])[CH:19]=[CH:18][CH:17]=[CH:16][CH:15]=1.C, predict the reaction product. The product is: [O-:20][C:14]1[CH:19]=[CH:18][CH:17]=[CH:16][CH:15]=1.[O-:20][C:14]1[CH:19]=[CH:18][CH:17]=[CH:16][CH:15]=1.[CH-:2]1[CH:6]=[CH:5][CH:4]=[CH:3]1.[CH-:7]1[CH:11]=[CH:10][CH:9]=[CH:8]1.[Zr+2:13]. (4) Given the reactants [CH:1]([C:4]1[N:8]2[CH:9]=[C:10]([S:13][C@H:14]3[C:22]4[C:17](=[CH:18][CH:19]=[CH:20][CH:21]=4)[C@H:16]([N:23]4C(=O)C5C(=CC=CC=5)C4=O)[CH2:15]3)[CH:11]=[CH:12][C:7]2=[N:6][N:5]=1)([CH3:3])[CH3:2].O.NN, predict the reaction product. The product is: [CH:1]([C:4]1[N:8]2[CH:9]=[C:10]([S:13][C@H:14]3[C:22]4[C:17](=[CH:18][CH:19]=[CH:20][CH:21]=4)[C@H:16]([NH2:23])[CH2:15]3)[CH:11]=[CH:12][C:7]2=[N:6][N:5]=1)([CH3:3])[CH3:2]. (5) Given the reactants CS(O[C@@H:6]1[CH2:11][CH2:10][CH2:9][N:8]([C:12]2[S:13][C:14]3[CH:20]=[C:19]([Br:21])[CH:18]=[CH:17][C:15]=3[N:16]=2)[CH2:7]1)(=O)=O.[NH:22]1[CH2:26][CH2:25][CH2:24][CH2:23]1, predict the reaction product. The product is: [Br:21][C:19]1[CH:18]=[CH:17][C:15]2[N:16]=[C:12]([N:8]3[CH2:9][CH2:10][CH2:11][C@H:6]([N:22]4[CH2:26][CH2:25][CH2:24][CH2:23]4)[CH2:7]3)[S:13][C:14]=2[CH:20]=1.